Dataset: Peptide-MHC class I binding affinity with 185,985 pairs from IEDB/IMGT. Task: Regression. Given a peptide amino acid sequence and an MHC pseudo amino acid sequence, predict their binding affinity value. This is MHC class I binding data. (1) The peptide sequence is FPVKPQVPL. The MHC is HLA-A68:02 with pseudo-sequence HLA-A68:02. The binding affinity (normalized) is 0.349. (2) The peptide sequence is FVAAFDHFY. The MHC is HLA-A03:01 with pseudo-sequence HLA-A03:01. The binding affinity (normalized) is 0.0847. (3) The peptide sequence is KNDAVYIGY. The MHC is HLA-B44:02 with pseudo-sequence HLA-B44:02. The binding affinity (normalized) is 0.0847. (4) The peptide sequence is FQAGNWASL. The MHC is H-2-Kb with pseudo-sequence H-2-Kb. The binding affinity (normalized) is 0.339. (5) The peptide sequence is KKKLRPRWL. The MHC is HLA-B08:02 with pseudo-sequence HLA-B08:02. The binding affinity (normalized) is 0.0847. (6) The peptide sequence is MYLKLRSETL. The MHC is HLA-A29:02 with pseudo-sequence HLA-A29:02. The binding affinity (normalized) is 0.0961. (7) The peptide sequence is MAMGILHTI. The MHC is HLA-A32:15 with pseudo-sequence HLA-A32:15. The binding affinity (normalized) is 0.719. (8) The peptide sequence is LFTEQAFYT. The MHC is HLA-A02:01 with pseudo-sequence HLA-A02:01. The binding affinity (normalized) is 0. (9) The peptide sequence is IVDSLTEMY. The MHC is HLA-A01:01 with pseudo-sequence HLA-A01:01. The binding affinity (normalized) is 0.820. (10) The peptide sequence is RVIYPANQK. The MHC is HLA-A31:01 with pseudo-sequence HLA-A31:01. The binding affinity (normalized) is 0.603.